From a dataset of M1 muscarinic receptor antagonist screen with 61,756 compounds. Binary Classification. Given a drug SMILES string, predict its activity (active/inactive) in a high-throughput screening assay against a specified biological target. (1) The drug is O1C=2CC(CC(=O)C2C(C(=C1N)C(OCC)=O)c1ccoc1)(C)C. The result is 0 (inactive). (2) The molecule is Brc1sc(S(=O)(=O)N(CC(=O)N2CCc3c2cccc3)C)cc1. The result is 0 (inactive). (3) The drug is Brc1ccc(c2nc(on2)Cc2ccc(OC)cc2)cc1. The result is 0 (inactive). (4) The drug is o1c(NCc2occc2)c(nc1c1occc1)C#N. The result is 0 (inactive). (5) The compound is S(c1n(C2CCCCC2)c(nn1)Cc1cc(OC)c(OC)cc1)Cc1c(onc1C)C. The result is 0 (inactive). (6) The compound is S(=O)(=O)(Nc1ccc(c2n(c3ccccc3)c(=S)[nH]n2)cc1)C. The result is 0 (inactive).